Dataset: Forward reaction prediction with 1.9M reactions from USPTO patents (1976-2016). Task: Predict the product of the given reaction. (1) Given the reactants C(O[BH-](OC(=O)C)OC(=O)C)(=O)C.[Na+].[CH:15]1([O:18][C:19]2[CH:26]=[CH:25][C:24]([N:27]3[C:31]([C:32]([F:35])([F:34])[F:33])=[N:30][N:29]=[N:28]3)=[CH:23][C:20]=2[CH:21]=O)[CH2:17][CH2:16]1.[C:36]1([C@H:42]2[C@@H:47]([NH2:48])[CH2:46][CH2:45][CH2:44][NH:43]2)[CH:41]=[CH:40][CH:39]=[CH:38][CH:37]=1.C(O)(=O)C.C(=O)([O-])O.[Na+].[Cl:58]CCCl, predict the reaction product. The product is: [ClH:58].[ClH:58].[CH:15]1([O:18][C:19]2[CH:26]=[CH:25][C:24]([N:27]3[C:31]([C:32]([F:35])([F:34])[F:33])=[N:30][N:29]=[N:28]3)=[CH:23][C:20]=2[CH2:21][NH:48][C@H:47]2[CH2:46][CH2:45][CH2:44][NH:43][C@H:42]2[C:36]2[CH:41]=[CH:40][CH:39]=[CH:38][CH:37]=2)[CH2:17][CH2:16]1. (2) Given the reactants FC(F)(F)C([N:5]1[CH2:11][CH:10]([CH:12]([CH3:14])[CH3:13])[C:9]2[CH:15]=[C:16]([Br:23])[C:17]([O:19][CH2:20][CH:21]=[CH2:22])=[CH:18][C:8]=2[CH2:7][CH2:6]1)=O.[OH-].[Na+], predict the reaction product. The product is: [CH2:20]([O:19][C:17]1[C:16]([Br:23])=[CH:15][C:9]2[CH:10]([CH:12]([CH3:13])[CH3:14])[CH2:11][NH:5][CH2:6][CH2:7][C:8]=2[CH:18]=1)[CH:21]=[CH2:22]. (3) The product is: [CH3:1][O:2][C:3](=[O:20])[CH:4]([O:17][CH2:18][CH3:19])[CH2:5][C:6]1[C:15]2[CH2:14][CH2:13][CH2:12][CH2:11][C:10]=2[C:9]([O:16][CH2:22][C:23]2[S:27][C:26]([C:28]3[CH:29]=[CH:30][C:31]([C:34]([F:37])([F:35])[F:36])=[CH:32][CH:33]=3)=[N:25][CH:24]=2)=[CH:8][CH:7]=1. Given the reactants [CH3:1][O:2][C:3](=[O:20])[CH:4]([O:17][CH2:18][CH3:19])[CH2:5][C:6]1[C:15]2[CH2:14][CH2:13][CH2:12][CH2:11][C:10]=2[C:9]([OH:16])=[CH:8][CH:7]=1.Cl[CH2:22][C:23]1[S:27][C:26]([C:28]2[CH:33]=[CH:32][C:31]([C:34]([F:37])([F:36])[F:35])=[CH:30][CH:29]=2)=[N:25][CH:24]=1.C(=O)([O-])[O-].[Cs+].[Cs+], predict the reaction product. (4) Given the reactants Br[CH:2]([C:8]1[S:9][CH:10]=[C:11]([C:13]2[CH:18]=[CH:17][C:16]([Cl:19])=[CH:15][CH:14]=2)[N:12]=1)[C:3]([N:5]([CH3:7])[CH3:6])=[O:4].C([O-])([O-])=O.[K+].[K+].[F:26][C:27]1[C:35]([OH:36])=[CH:34][CH:33]=[C:32]([F:37])[C:28]=1[C:29]([NH2:31])=[O:30], predict the reaction product. The product is: [Cl:19][C:16]1[CH:17]=[CH:18][C:13]([C:11]2[N:12]=[C:8]([CH:2]([O:36][C:35]3[C:27]([F:26])=[C:28]([C:32]([F:37])=[CH:33][CH:34]=3)[C:29]([NH2:31])=[O:30])[C:3]([N:5]([CH3:7])[CH3:6])=[O:4])[S:9][CH:10]=2)=[CH:14][CH:15]=1. (5) Given the reactants [N:1]1([CH:11]=[O:12])[C:8]2[N:4]([N:5]=[CH:6][C:7]=2[CH:9]=O)[CH2:3][CH2:2]1.C([O-])(=O)C.[NH4+].[N+:18]([CH3:21])([O-:20])=[O:19], predict the reaction product. The product is: [N+:18](/[CH:21]=[CH:9]/[C:7]1[CH:6]=[N:5][N:4]2[CH2:3][CH2:2][N:1]([CH:11]=[O:12])[C:8]=12)([O-:20])=[O:19]. (6) Given the reactants Cl.[C:2]([NH2:5])(=[NH:4])[CH3:3].[CH3:6][NH:7]N.[Cl:9][CH2:10][C:11](Cl)=O, predict the reaction product. The product is: [Cl:9][CH2:10][C:11]1[N:7]([CH3:6])[N:5]=[C:2]([CH3:3])[N:4]=1.